This data is from NCI-60 drug combinations with 297,098 pairs across 59 cell lines. The task is: Regression. Given two drug SMILES strings and cell line genomic features, predict the synergy score measuring deviation from expected non-interaction effect. Drug 1: CS(=O)(=O)C1=CC(=C(C=C1)C(=O)NC2=CC(=C(C=C2)Cl)C3=CC=CC=N3)Cl. Drug 2: CCCS(=O)(=O)NC1=C(C(=C(C=C1)F)C(=O)C2=CNC3=C2C=C(C=N3)C4=CC=C(C=C4)Cl)F. Cell line: EKVX. Synergy scores: CSS=5.91, Synergy_ZIP=-2.19, Synergy_Bliss=-6.13, Synergy_Loewe=-5.21, Synergy_HSA=-5.58.